Dataset: Catalyst prediction with 721,799 reactions and 888 catalyst types from USPTO. Task: Predict which catalyst facilitates the given reaction. (1) Reactant: C(OCC)(=O)C.C(OC(=O)[NH:16][C@H:17]([CH2:48][C:49]1[CH:54]=[CH:53][CH:52]=[CH:51][CH:50]=1)[C:18]([N:20]1[CH2:25][CH2:24][CH:23]([C:26]2[CH:31]=[CH:30][C:29]([O:32]CC3C=CC=CC=3)=[CH:28][C:27]=2[O:40]CC2C=CC=CC=2)[CH2:22][CH2:21]1)=[O:19])C1C=CC=CC=1. Product: [NH2:16][C@H:17]([CH2:48][C:49]1[CH:50]=[CH:51][CH:52]=[CH:53][CH:54]=1)[C:18]([N:20]1[CH2:25][CH2:24][CH:23]([C:26]2[CH:31]=[CH:30][C:29]([OH:32])=[CH:28][C:27]=2[OH:40])[CH2:22][CH2:21]1)=[O:19]. The catalyst class is: 19. (2) Reactant: [C:1]([CH:11]1[NH:18][C:16](=[O:17])CCCC1)([CH:3]1NC(=O)[CH2:7][CH2:6][CH2:5][CH2:4]1)=O.N[C:20](N)(N)[CH2:21][CH2:22]CCCCCC. Product: [N:18]([CH2:11][CH:1]([CH2:3][CH2:4][CH2:5][CH2:6][CH3:7])[CH2:20][CH2:21][CH3:22])=[C:16]=[O:17]. The catalyst class is: 13. (3) Reactant: C[O:2][C:3]([C:5]1[N:6]([C:14]2[CH:19]=[CH:18][CH:17]=[CH:16][C:15]=2[Cl:20])[N:7]=[C:8]([C:10]([F:13])([F:12])[F:11])[CH:9]=1)=O.CC(C[AlH]CC(C)C)C. Product: [Cl:20][C:15]1[CH:16]=[CH:17][CH:18]=[CH:19][C:14]=1[N:6]1[C:5]([CH2:3][OH:2])=[CH:9][C:8]([C:10]([F:13])([F:11])[F:12])=[N:7]1. The catalyst class is: 1. (4) Reactant: [O:1]1[CH2:6][CH2:5][N:4]([CH2:7][CH2:8][NH2:9])[CH2:3][CH2:2]1.F[C:11]1[CH:16]=[CH:15][C:14]([N+:17]([O-:19])=[O:18])=[CH:13][C:12]=1[F:20].CCN(CC)CC. Product: [F:20][C:12]1[CH:13]=[C:14]([N+:17]([O-:19])=[O:18])[CH:15]=[CH:16][C:11]=1[NH:9][CH2:8][CH2:7][N:4]1[CH2:5][CH2:6][O:1][CH2:2][CH2:3]1. The catalyst class is: 25.